Regression/Classification. Given a drug SMILES string, predict its toxicity properties. Task type varies by dataset: regression for continuous values (e.g., LD50, hERG inhibition percentage) or binary classification for toxic/non-toxic outcomes (e.g., AMES mutagenicity, cardiotoxicity, hepatotoxicity). Dataset: ames. From a dataset of Ames mutagenicity test results for genotoxicity prediction. (1) The drug is CC(C)Br. The result is 1 (mutagenic). (2) The drug is O=C(CCCCl)/N=c1\sn(C(=O)CCCCl)c2ccc([N+](=O)[O-])cc12. The result is 1 (mutagenic). (3) The compound is OCC1OC(n2cnc3c(NCC(O)COc4cccc5ccccc45)ncnc32)C(O)C1O. The result is 0 (non-mutagenic).